This data is from Forward reaction prediction with 1.9M reactions from USPTO patents (1976-2016). The task is: Predict the product of the given reaction. (1) The product is: [CH:1]12[CH2:10][CH:5]3[CH2:6][CH:7]([CH2:9][CH:3]([CH2:4]3)[CH:2]1[CH:11]([O:26][CH2:29][C:30]1[CH:35]=[CH:34][CH:33]=[CH:32][CH:31]=1)[C:12]1[CH:24]=[CH:23][C:15]([C:16]([O:18][C:19]([CH3:21])([CH3:22])[CH3:20])=[O:17])=[CH:14][C:13]=1[Cl:25])[CH2:8]2. Given the reactants [CH:1]12[CH2:10][CH:5]3[CH2:6][CH:7]([CH2:9][CH:3]([CH2:4]3)[CH:2]1[CH:11]([OH:26])[C:12]1[CH:24]=[CH:23][C:15]([C:16]([O:18][C:19]([CH3:22])([CH3:21])[CH3:20])=[O:17])=[CH:14][C:13]=1[Cl:25])[CH2:8]2.[H-].[Na+].[CH2:29](Br)[C:30]1[CH:35]=[CH:34][CH:33]=[CH:32][CH:31]=1, predict the reaction product. (2) Given the reactants [CH3:1][C:2]1[C:6]([CH2:7][O:8][C:9]2[CH:10]=[CH:11][C:12]([CH2:15][C:16]([OH:18])=O)=[N:13][CH:14]=2)=[C:5]([CH3:19])[O:4][N:3]=1.C(Cl)CCl.Cl.[Cl:25][C:26]1[CH:31]=[CH:30][C:29]([CH:32]([C:34]2[CH:39]=[CH:38][CH:37]=[CH:36][CH:35]=2)[NH2:33])=[CH:28][CH:27]=1.C1C=CC2N(O)N=NC=2C=1.C(N(CC)CC)C, predict the reaction product. The product is: [Cl:25][C:26]1[CH:27]=[CH:28][C:29]([CH:32]([C:34]2[CH:35]=[CH:36][CH:37]=[CH:38][CH:39]=2)[NH:33][C:16](=[O:18])[CH2:15][C:12]2[CH:11]=[CH:10][C:9]([O:8][CH2:7][C:6]3[C:2]([CH3:1])=[N:3][O:4][C:5]=3[CH3:19])=[CH:14][N:13]=2)=[CH:30][CH:31]=1. (3) Given the reactants [CH3:1][O:2][C:3]1[CH:4]=[CH:5][C:6]2[C:7]([CH3:18])([CH3:17])[C:8]3[C:13]([NH:14][C:15]=2[CH:16]=1)=[CH:12][CH:11]=[CH:10][CH:9]=3.Br[C:20]1[CH:25]=[CH:24][CH:23]=[CH:22][N:21]=1.CC(P(C(C)(C)C)C1C(C2C=CC=CC=2)=CC=CC=1)(C)C.C(O[Na])(C)(C)C.N#N, predict the reaction product. The product is: [CH3:1][O:2][C:3]1[CH:4]=[CH:5][C:6]2[C:7]([CH3:18])([CH3:17])[C:8]3[C:13]([N:14]([C:20]4[CH:25]=[CH:24][CH:23]=[CH:22][N:21]=4)[C:15]=2[CH:16]=1)=[CH:12][CH:11]=[CH:10][CH:9]=3. (4) Given the reactants [F:1][C:2]([F:14])([F:13])[C:3]1[CH:8]=[CH:7][CH:6]=[CH:5][C:4]=1[NH:9][C:10]([NH2:12])=[S:11].Br[CH2:16][C:17]([C:19]1[CH:24]=[CH:23][C:22]([O:25][CH3:26])=[CH:21][CH:20]=1)=O, predict the reaction product. The product is: [CH3:26][O:25][C:22]1[CH:23]=[CH:24][C:19]([C:17]2[N:12]=[C:10]([NH:9][C:4]3[CH:5]=[CH:6][CH:7]=[CH:8][C:3]=3[C:2]([F:13])([F:1])[F:14])[S:11][CH:16]=2)=[CH:20][CH:21]=1. (5) Given the reactants [CH3:1][C@@:2]1([NH:20][C:21](=O)[C:22]2[CH:27]=[CH:26][CH:25]=[CH:24][CH:23]=2)[C@@H:9]2[C@@H:5]([CH2:6][N:7]([C:10]3[CH:15]=[CH:14][CH:13]=[C:12]([C:16]([F:19])([F:18])[F:17])[N:11]=3)[CH2:8]2)[CH2:4][CH2:3]1, predict the reaction product. The product is: [CH2:21]([NH:20][C@:2]1([CH3:1])[C@@H:9]2[C@@H:5]([CH2:6][N:7]([C:10]3[CH:15]=[CH:14][CH:13]=[C:12]([C:16]([F:19])([F:17])[F:18])[N:11]=3)[CH2:8]2)[CH2:4][CH2:3]1)[C:22]1[CH:27]=[CH:26][CH:25]=[CH:24][CH:23]=1. (6) Given the reactants [CH3:1][C:2]1[C:6]([C:7]([O:9]CC2C=CC=CC=2)=[O:8])=[C:5]([C:17]([F:20])([F:19])[F:18])[NH:4][N:3]=1, predict the reaction product. The product is: [CH3:1][C:2]1[C:6]([C:7]([OH:9])=[O:8])=[C:5]([C:17]([F:19])([F:18])[F:20])[NH:4][N:3]=1. (7) Given the reactants O[C:2]1[N:3]=[C:4]2[C:12]([C:13]([F:16])([F:15])[F:14])=[CH:11][CH:10]=[CH:9][N:5]2[C:6](=[O:8])[CH:7]=1.O=P(Cl)(Cl)[Cl:19], predict the reaction product. The product is: [Cl:19][C:2]1[N:3]=[C:4]2[C:12]([C:13]([F:16])([F:15])[F:14])=[CH:11][CH:10]=[CH:9][N:5]2[C:6](=[O:8])[CH:7]=1.